From a dataset of Forward reaction prediction with 1.9M reactions from USPTO patents (1976-2016). Predict the product of the given reaction. Given the reactants [O:1]1[CH:5]=[CH:4][CH:3]=[C:2]1[C:6]1[CH:7]=[C:8]([C:11]([OH:13])=O)[NH:9][N:10]=1.[NH2:14][C@@H:15]([CH3:31])[CH2:16][N:17]1[CH:21]=[CH:20][C:19]([C:22]2[CH:29]=[CH:28][C:25]([C:26]#[N:27])=[C:24]([Cl:30])[CH:23]=2)=[N:18]1, predict the reaction product. The product is: [Cl:30][C:24]1[CH:23]=[C:22]([C:19]2[CH:20]=[CH:21][N:17]([CH2:16][C@@H:15]([NH:14][C:11]([C:8]3[NH:9][N:10]=[C:6]([C:2]4[O:1][CH:5]=[CH:4][CH:3]=4)[CH:7]=3)=[O:13])[CH3:31])[N:18]=2)[CH:29]=[CH:28][C:25]=1[C:26]#[N:27].